Predict which catalyst facilitates the given reaction. From a dataset of Catalyst prediction with 721,799 reactions and 888 catalyst types from USPTO. (1) The catalyst class is: 407. Product: [NH2:24][C:12]1[CH:13]=[C:14]([C:17]2[CH:22]=[CH:21][CH:20]=[C:19]([F:23])[CH:18]=2)[CH:15]=[CH:16][C:11]=1[C:9]([NH:8][C@H:7]([C:27]([O:29][CH3:30])=[O:28])[C@@H:6]([CH3:31])[O:5][C:2]([CH3:4])([CH3:1])[CH3:3])=[O:10]. Reactant: [CH3:1][C:2]([O:5][C@H:6]([CH3:31])[C@@H:7]([C:27]([O:29][CH3:30])=[O:28])[NH:8][C:9]([C:11]1[CH:16]=[CH:15][C:14]([C:17]2[CH:22]=[CH:21][CH:20]=[C:19]([F:23])[CH:18]=2)=[CH:13][C:12]=1[N+:24]([O-])=O)=[O:10])([CH3:4])[CH3:3]. (2) Reactant: [Cl:1][C:2]1[CH:3]=[C:4]([C:12]2[S:16][C:15]([N:17]3[CH:26]=[C:25]4[C:19]([CH2:20][CH2:21][N:22](C(OC(C)(C)C)=O)[CH2:23][CH2:24]4)=[N:18]3)=[N:14][N:13]=2)[CH:5]=[CH:6][C:7]=1[O:8][CH:9]([CH3:11])[CH3:10].[Cl:34][C:35]1[CH:36]=[C:37]([C:45]2[S:49][C:48]([N:50]3[C:54]4[CH2:55][NH:56][CH:57](C(OC(C)(C)C)=O)[CH2:58][CH2:59][C:53]=4[CH:52]=[N:51]3)=[N:47][N:46]=2)[CH:38]=[CH:39][C:40]=1[O:41][CH:42]([CH3:44])[CH3:43].Cl. Product: [Cl:1][C:2]1[CH:3]=[C:4]([C:12]2[S:16][C:15]([N:17]3[CH:26]=[C:25]4[C:19]([CH2:20][CH2:21][NH:22][CH2:23][CH2:24]4)=[N:18]3)=[N:14][N:13]=2)[CH:5]=[CH:6][C:7]=1[O:8][CH:9]([CH3:11])[CH3:10].[Cl:34][C:35]1[CH:36]=[C:37]([C:45]2[S:49][C:48]([N:50]3[C:54]4[CH2:55][NH:56][CH2:57][CH2:58][CH2:59][C:53]=4[CH:52]=[N:51]3)=[N:47][N:46]=2)[CH:38]=[CH:39][C:40]=1[O:41][CH:42]([CH3:43])[CH3:44]. The catalyst class is: 169.